From a dataset of Forward reaction prediction with 1.9M reactions from USPTO patents (1976-2016). Predict the product of the given reaction. (1) Given the reactants [Cl:1][C:2]1[CH:3]=[CH:4][C:5]([O:18][CH2:19][C:20]2[CH:25]=[CH:24][CH:23]=[CH:22][CH:21]=2)=[C:6]([CH2:8][N:9]2[C:13]([CH3:14])=[CH:12][C:11]([C:15](O)=[O:16])=[N:10]2)[CH:7]=1.C(Cl)(=O)C([Cl:29])=O, predict the reaction product. The product is: [Cl:1][C:2]1[CH:3]=[CH:4][C:5]([O:18][CH2:19][C:20]2[CH:25]=[CH:24][CH:23]=[CH:22][CH:21]=2)=[C:6]([CH2:8][N:9]2[C:13]([CH3:14])=[CH:12][C:11]([C:15]([Cl:29])=[O:16])=[N:10]2)[CH:7]=1. (2) Given the reactants [O:1]1[C:5]2[CH:6]=[CH:7][CH:8]=[CH:9][C:4]=2[C:3]([NH:10][C:11]([N:13]2[CH2:18][CH2:17][N:16]([C:19]3[S:23][N:22]=[C:21]([N:24]4[CH2:29][CH2:28][CH:27]([NH:30]C(=O)OC(C)(C)C)[CH2:26][CH2:25]4)[N:20]=3)[CH2:15][CH2:14]2)=[O:12])=[N:2]1.[ClH:38], predict the reaction product. The product is: [ClH:38].[ClH:38].[NH2:30][CH:27]1[CH2:28][CH2:29][N:24]([C:21]2[N:20]=[C:19]([N:16]3[CH2:15][CH2:14][N:13]([C:11]([NH:10][C:3]4[C:4]5[CH:9]=[CH:8][CH:7]=[CH:6][C:5]=5[O:1][N:2]=4)=[O:12])[CH2:18][CH2:17]3)[S:23][N:22]=2)[CH2:25][CH2:26]1. (3) Given the reactants [CH3:1][Si:2]([CH3:30])([CH3:29])[CH2:3][CH2:4][O:5][CH2:6][N:7]1[C:11]2=[N:12][CH:13]=[CH:14][CH:15]=[C:10]2[CH:9]=[C:8]1[Sn](CCCC)(CCCC)CCCC.[CH:31]1([C:35]2[N:39]3[CH:40]=[CH:41][N:42]=[C:43]([NH2:44])[C:38]3=[C:37](I)[N:36]=2)[CH2:34][CH2:33][CH2:32]1, predict the reaction product. The product is: [CH:31]1([C:35]2[N:39]3[CH:40]=[CH:41][N:42]=[C:43]([NH2:44])[C:38]3=[C:37]([C:8]3[N:7]([CH2:6][O:5][CH2:4][CH2:3][Si:2]([CH3:1])([CH3:29])[CH3:30])[C:11]4=[N:12][CH:13]=[CH:14][CH:15]=[C:10]4[CH:9]=3)[N:36]=2)[CH2:32][CH2:33][CH2:34]1. (4) Given the reactants [C:1]([N:5]1[CH2:9][CH2:8][C@@H:7]([CH2:10][C:11]([O:13]CC)=O)[CH2:6]1)(=[O:4])[CH2:2][CH3:3].O.[NH2:17][NH2:18], predict the reaction product. The product is: [C:1]([N:5]1[CH2:9][CH2:8][C@@H:7]([CH2:10][C:11]([NH:17][NH2:18])=[O:13])[CH2:6]1)(=[O:4])[CH2:2][CH3:3]. (5) Given the reactants [N+:1](=[C:3]1[C:8](=[O:9])[CH2:7][CH2:6][CH2:5][C:4]1=[O:10])=[N-].[I:11][C:12]1[CH:13]=[C:14]([CH:16]=[CH:17][CH:18]=1)N, predict the reaction product. The product is: [I:11][C:12]1[CH:13]=[C:14]([N:1]([C:3]2[C:8](=[O:9])[CH2:7][CH2:6][CH2:5][C:4]=2[OH:10])[C:3]2[C:8](=[O:9])[CH2:7][CH2:6][CH2:5][C:4]=2[OH:10])[CH:16]=[CH:17][CH:18]=1.